Dataset: Forward reaction prediction with 1.9M reactions from USPTO patents (1976-2016). Task: Predict the product of the given reaction. (1) The product is: [CH3:16][N:13]1[CH2:12][CH2:11][C:10]2=[C:2]([N:17]3[CH2:20][CH:19]([C:21]([OH:23])=[O:22])[CH2:18]3)[N:3]3[C:7]([N:8]=[C:9]2[CH2:15][CH2:14]1)=[CH:6][CH:5]=[N:4]3. Given the reactants Cl[C:2]1[N:3]2[C:7]([N:8]=[C:9]3[CH2:15][CH2:14][N:13]([CH3:16])[CH2:12][CH2:11][C:10]=13)=[CH:6][CH:5]=[N:4]2.[NH:17]1[CH2:20][CH:19]([C:21]([OH:23])=[O:22])[CH2:18]1.CCN(C(C)C)C(C)C, predict the reaction product. (2) Given the reactants [CH3:1][N:2]([CH2:10][CH2:11][S:12][S:13][C:14]1[CH:19]=[CH:18][CH:17]=[CH:16][N:15]=1)C(=O)OC(C)(C)C.[C:20]([OH:26])([C:22]([F:25])([F:24])[F:23])=[O:21], predict the reaction product. The product is: [F:23][C:22]([F:25])([F:24])[C:20]([OH:26])=[O:21].[CH3:1][NH:2][CH2:10][CH2:11][S:12][S:13][C:14]1[CH:19]=[CH:18][CH:17]=[CH:16][N:15]=1. (3) Given the reactants [CH3:1][N:2]1[C:6]([C:7]([OH:9])=O)=[CH:5][C:4]([CH2:10][CH2:11][CH2:12][CH3:13])=[N:3]1.Cl.[O:15]1[CH2:19][CH2:18][CH:17]([CH2:20][NH2:21])[CH2:16]1.C(N(CC)CC)C.ON1C2C=CC=CC=2N=N1.Cl.C(N=C=NCCCN(C)C)C, predict the reaction product. The product is: [O:15]1[CH2:19][CH2:18][CH:17]([CH2:20][NH:21][C:7]([C:6]2[N:2]([CH3:1])[N:3]=[C:4]([CH2:10][CH2:11][CH2:12][CH3:13])[CH:5]=2)=[O:9])[CH2:16]1. (4) Given the reactants [CH3:1][C:2]1[CH:3]=[C:4]([O:11][CH:12]2[CH2:17][CH2:16][N:15]([C:18]([O:20][CH2:21][C:22]3[CH:27]=[CH:26][CH:25]=[CH:24][CH:23]=3)=[O:19])[CH2:14][CH2:13]2)[CH:5]=[CH:6][C:7]=1[N+:8]([O-])=O.[BH4-].[Na+], predict the reaction product. The product is: [NH2:8][C:7]1[CH:6]=[CH:5][C:4]([O:11][CH:12]2[CH2:13][CH2:14][N:15]([C:18]([O:20][CH2:21][C:22]3[CH:27]=[CH:26][CH:25]=[CH:24][CH:23]=3)=[O:19])[CH2:16][CH2:17]2)=[CH:3][C:2]=1[CH3:1]. (5) Given the reactants [CH3:1][N:2]1[C:6]([CH:7]=[O:8])=[N:5][C:4]([N:9]2[CH2:13][CH2:12][CH2:11][CH2:10]2)=[N:3]1.C(Cl)(Cl)Cl.[BH4-].[Na+].O, predict the reaction product. The product is: [CH3:1][N:2]1[C:6]([CH2:7][OH:8])=[N:5][C:4]([N:9]2[CH2:13][CH2:12][CH2:11][CH2:10]2)=[N:3]1. (6) Given the reactants [F:1][C:2]1[CH:9]=[CH:8][C:5]([CH2:6]Cl)=[CH:4][CH:3]=1.[NH2:10][C:11]1[CH:23]=[C:22]([C:24]2[CH:29]=[CH:28][CH:27]=[CH:26][CH:25]=2)[CH:21]=[CH:20][C:12]=1[C:13]([O:15][C:16]([CH3:19])([CH3:18])[CH3:17])=[O:14].C(=O)([O-])[O-].[K+].[K+].[I-].[Na+].Cl, predict the reaction product. The product is: [F:1][C:2]1[CH:9]=[CH:8][C:5]([CH2:6][NH:10][C:11]2[CH:23]=[C:22]([C:24]3[CH:25]=[CH:26][CH:27]=[CH:28][CH:29]=3)[CH:21]=[CH:20][C:12]=2[C:13]([O:15][C:16]([CH3:19])([CH3:18])[CH3:17])=[O:14])=[CH:4][CH:3]=1. (7) Given the reactants [CH3:1][S:2][C:3]1[CH:11]=[C:10]2[C:6]([CH:7]=[CH:8][NH:9]2)=[CH:5][CH:4]=1.[F:12][C:13]([F:24])([F:23])[C:14](O[C:14](=[O:15])[C:13]([F:24])([F:23])[F:12])=[O:15].O, predict the reaction product. The product is: [F:12][C:13]([F:24])([F:23])[C:14]([C:7]1[C:6]2[C:10](=[CH:11][C:3]([S:2][CH3:1])=[CH:4][CH:5]=2)[NH:9][CH:8]=1)=[O:15].